This data is from Full USPTO retrosynthesis dataset with 1.9M reactions from patents (1976-2016). The task is: Predict the reactants needed to synthesize the given product. (1) Given the product [CH:7]1([C:4]2[S:3][C:2]([NH2:1])=[N:6][CH:5]=2)[CH2:10][CH2:9][CH2:8]1, predict the reactants needed to synthesize it. The reactants are: [NH2:1][C:2]1[S:3][C:4]([C:7]2(O)[CH2:10][CH2:9][CH2:8]2)=[CH:5][N:6]=1. (2) Given the product [CH:1]1([C:4]2[C:5]([O:13][CH2:14][CH:15]([F:17])[F:16])=[CH:6][C:7]([C:10]([NH:32][C:25]([C:22]3[N:21]=[C:20]([CH3:19])[O:24][N:23]=3)([CH3:31])[CH2:26][S:27]([CH3:30])(=[O:29])=[O:28])=[O:12])=[N:8][CH:9]=2)[CH2:2][CH2:3]1, predict the reactants needed to synthesize it. The reactants are: [CH:1]1([C:4]2[C:5]([O:13][CH2:14][CH:15]([F:17])[F:16])=[CH:6][C:7]([C:10]([OH:12])=O)=[N:8][CH:9]=2)[CH2:3][CH2:2]1.Cl.[CH3:19][C:20]1[O:24][N:23]=[C:22]([C:25]([NH2:32])([CH3:31])[CH2:26][S:27]([CH3:30])(=[O:29])=[O:28])[N:21]=1.Br. (3) Given the product [CH3:27][C:17]1[CH:22]=[CH:21][C:20]([S:23]([N:10]2[CH:11]=[CH:12][C:7]3=[CH:6][C:5]4[CH:4]=[CH:3][CH:2]=[N:1][C:14]=4[N:8]3[C:9]2=[O:13])(=[O:25])=[O:24])=[CH:19][CH:18]=1, predict the reactants needed to synthesize it. The reactants are: [N:1]1[C:14]2[N:8]3[C:9](=[O:13])[NH:10][CH:11]=[CH:12][C:7]3=[CH:6][C:5]=2[CH:4]=[CH:3][CH:2]=1.[H-].[Na+].[C:17]1([CH3:27])[CH:22]=[CH:21][C:20]([S:23](Cl)(=[O:25])=[O:24])=[CH:19][CH:18]=1. (4) Given the product [CH2:1]([O:3][C:4]([C:6]1[O:14][C:13]2[CH:12]=[CH:11][N:10]=[CH:9][C:8]=2[C:7]=1[NH:15][C:17]1[CH:22]=[CH:21][C:20]([S:23][CH3:24])=[CH:19][C:18]=1[F:25])=[O:5])[CH3:2], predict the reactants needed to synthesize it. The reactants are: [CH2:1]([O:3][C:4]([C:6]1[O:14][C:13]2[CH:12]=[CH:11][N:10]=[CH:9][C:8]=2[C:7]=1[NH2:15])=[O:5])[CH3:2].Br[C:17]1[CH:22]=[CH:21][C:20]([S:23][CH3:24])=[CH:19][C:18]=1[F:25].CC1(C)C2C(=C(P(C3C=CC=CC=3)C3C=CC=CC=3)C=CC=2)OC2C(P(C3C=CC=CC=3)C3C=CC=CC=3)=CC=CC1=2.[O-]P([O-])([O-])=O.[K+].[K+].[K+]. (5) Given the product [CH3:29][N:20]1[C:21]([C:25]([F:26])([F:27])[F:28])=[CH:22][C:23](=[O:24])[N:18]([C:15]2[CH:16]=[CH:17][C:12]3[S:11][N:10]=[C:9]([CH:6]4[O:7][CH2:8][C:3]5([CH2:2][O:31]5)[CH2:4][O:5]4)[C:13]=3[CH:14]=2)[C:19]1=[O:30], predict the reactants needed to synthesize it. The reactants are: Br[CH2:2][C:3]1([OH:31])[CH2:8][O:7][CH:6]([C:9]2[C:13]3[CH:14]=[C:15]([N:18]4[C:23](=[O:24])[CH:22]=[C:21]([C:25]([F:28])([F:27])[F:26])[N:20]([CH3:29])[C:19]4=[O:30])[CH:16]=[CH:17][C:12]=3[S:11][N:10]=2)[O:5][CH2:4]1.[H-].[Na+].[Cl-].[NH4+]. (6) Given the product [F:19][C:20]1[CH:21]=[C:22]([CH:31]=[C:32]([F:34])[CH:33]=1)[CH2:23][N:24]1[CH2:25][CH2:26][CH:27]([NH:30][C:2]2[C:3]3[C:10]([C:11]4[CH:16]=[CH:15][C:14]([F:17])=[CH:13][CH:12]=4)=[C:9]([Cl:18])[S:8][C:4]=3[N:5]=[CH:6][N:7]=2)[CH2:28][CH2:29]1, predict the reactants needed to synthesize it. The reactants are: Cl[C:2]1[C:3]2[C:10]([C:11]3[CH:16]=[CH:15][C:14]([F:17])=[CH:13][CH:12]=3)=[C:9]([Cl:18])[S:8][C:4]=2[N:5]=[CH:6][N:7]=1.[F:19][C:20]1[CH:21]=[C:22]([CH:31]=[C:32]([F:34])[CH:33]=1)[CH2:23][N:24]1[CH2:29][CH2:28][CH:27]([NH2:30])[CH2:26][CH2:25]1. (7) Given the product [O:18]([C:19]1[CH:20]=[CH:21][CH:22]=[C:23]2[C:28]=1[N:27]=[CH:26][CH:25]=[CH:24]2)[C:8]1[CH:9]=[CH:10][CH:11]=[C:12]2[C:17]=1[N:16]=[CH:15][CH:14]=[CH:13]2, predict the reactants needed to synthesize it. The reactants are: C(=O)([O-])[O-].[Cs+].[Cs+].Br[C:8]1[CH:9]=[CH:10][CH:11]=[C:12]2[C:17]=1[N:16]=[CH:15][CH:14]=[CH:13]2.[OH:18][C:19]1[CH:20]=[CH:21][CH:22]=[C:23]2[C:28]=1[N:27]=[CH:26][CH:25]=[CH:24]2.C(N(CC([O-])=O)CC(O)=O)CN(CC([O-])=O)CC(O)=O.[Na+].[Na+]. (8) Given the product [O:11]=[C:10]([NH:12][C@@H:13]1[CH2:17][CH2:16][N:15]([CH:18]2[CH2:19][CH2:20][NH:21][CH2:22][CH2:23]2)[CH2:14]1)[CH2:9][NH:8][C:6](=[O:7])[C:5]1[CH:34]=[CH:35][CH:36]=[C:3]([C:2]([F:38])([F:37])[F:1])[CH:4]=1, predict the reactants needed to synthesize it. The reactants are: [F:1][C:2]([F:38])([F:37])[C:3]1[CH:4]=[C:5]([CH:34]=[CH:35][CH:36]=1)[C:6]([NH:8][CH2:9][C:10]([NH:12][C@@H:13]1[CH2:17][CH2:16][N:15]([CH:18]2[CH2:23][CH2:22][N:21](C(OCC3C=CC=CC=3)=O)[CH2:20][CH2:19]2)[CH2:14]1)=[O:11])=[O:7].[H][H].